From a dataset of Reaction yield outcomes from USPTO patents with 853,638 reactions. Predict the reaction yield, written as a fraction of the theoretical maximum amount of product (1.0 means a 100% yield; for example, 0.34 means a 34% yield). (1) The reactants are Cl[C:2]1[CH:7]=[CH:6][N:5]=[CH:4][C:3]=1[S:8]([NH2:11])(=[O:10])=[O:9].[N-:12]=[N+:13]=[N-:14].[Na+].CN(C)C=O.O. The catalyst is [Cl-].[NH4+]. The product is [N:12]([C:2]1[CH:7]=[CH:6][N:5]=[CH:4][C:3]=1[S:8]([NH2:11])(=[O:10])=[O:9])=[N+:13]=[N-:14]. The yield is 0.910. (2) The reactants are [F:1][C:2]1[CH:3]=[C:4]([N:22]([C:31]2[CH:36]=[CH:35][CH:34]=[CH:33][CH:32]=2)[C:23]([C:25]2([C:28]([NH2:30])=[O:29])[CH2:27][CH2:26]2)=[O:24])[CH:5]=[CH:6][C:7]=1[O:8][C:9]1[C:18]2[C:13](=[CH:14][C:15]([OH:21])=[C:16]([O:19][CH3:20])[CH:17]=2)[N:12]=[CH:11][CH:10]=1.CS(O[CH2:42][CH2:43][CH2:44][N:45]1[CH2:51][CH:50]([OH:52])[C:47]2([CH2:49][CH2:48]2)[CH2:46]1)(=O)=O.C([O-])([O-])=O.[Cs+].[Cs+]. The catalyst is CC(N(C)C)=O. The product is [OH:52][CH:50]1[C:47]2([CH2:49][CH2:48]2)[CH2:46][N:45]([CH2:44][CH2:43][CH2:42][O:21][C:15]2[CH:14]=[C:13]3[C:18]([C:9]([O:8][C:7]4[CH:6]=[CH:5][C:4]([N:22]([C:31]5[CH:36]=[CH:35][CH:34]=[CH:33][CH:32]=5)[C:23]([C:25]5([C:28]([NH2:30])=[O:29])[CH2:27][CH2:26]5)=[O:24])=[CH:3][C:2]=4[F:1])=[CH:10][CH:11]=[N:12]3)=[CH:17][C:16]=2[O:19][CH3:20])[CH2:51]1. The yield is 0.770. (3) The reactants are [CH3:1][C:2]1([CH3:15])[CH2:14][C:5]2[S:6][C:7]([C:9]([O:11]CC)=[O:10])=[CH:8][C:4]=2[CH2:3]1.C1COCC1.[OH-].[Li+].Cl. The catalyst is C(O)C.O. The product is [CH3:1][C:2]1([CH3:15])[CH2:14][C:5]2[S:6][C:7]([C:9]([OH:11])=[O:10])=[CH:8][C:4]=2[CH2:3]1. The yield is 0.910. (4) The catalyst is ClCCCl. The yield is 0.890. The product is [N:1]([CH2:4][CH2:5][CH2:6][C:7]1([C:29]2[CH:34]=[CH:33][CH:32]=[CH:31][CH:30]=2)[N:11]([C:12]2[S:13][C:14]3[CH2:15][N:16]([CH3:37])[CH2:17][CH2:18][C:19]=3[N:20]=2)[N:10]=[C:9]([C:21]2[CH:26]=[C:25]([F:27])[CH:24]=[CH:23][C:22]=2[F:28])[S:8]1)=[N+:2]=[N-:3]. The reactants are [N:1]([CH2:4][CH2:5][CH2:6][C:7]1([C:29]2[CH:34]=[CH:33][CH:32]=[CH:31][CH:30]=2)[N:11]([C:12]2[S:13][C:14]3[CH2:15][NH:16][CH2:17][CH2:18][C:19]=3[N:20]=2)[N:10]=[C:9]([C:21]2[CH:26]=[C:25]([F:27])[CH:24]=[CH:23][C:22]=2[F:28])[S:8]1)=[N+:2]=[N-:3].C=O.[C:37](O[BH-](OC(=O)C)OC(=O)C)(=O)C.[Na+].C([O-])([O-])=O.[Na+].[Na+]. (5) The reactants are CC(C)(C)C([O:5][C:6]1[C:11](=[O:12])[N:10]([CH3:13])[C:9]([C:14]2[S:15][CH:16]=[CH:17][C:18]=2[NH2:19])=[N:8][C:7]=1[C:20]([O:22]C)=[O:21])=O.C(#N)C.[Cl:29][C:30]1[CH:35]=[CH:34][CH:33]=[CH:32][C:31]=1[S:36]([N:39]=[C:40]=[O:41])(=[O:38])=[O:37].[OH-].[Na+]. The catalyst is O1CCOCC1.CO. The product is [Cl:29][C:30]1[CH:35]=[CH:34][CH:33]=[CH:32][C:31]=1[S:36]([NH:39][C:40]([NH:19][C:18]1[CH:17]=[CH:16][S:15][C:14]=1[C:9]1[N:10]([CH3:13])[C:11](=[O:12])[C:6]([OH:5])=[C:7]([C:20]([OH:22])=[O:21])[N:8]=1)=[O:41])(=[O:38])=[O:37]. The yield is 0.160.